From a dataset of Peptide-MHC class I binding affinity with 185,985 pairs from IEDB/IMGT. Regression. Given a peptide amino acid sequence and an MHC pseudo amino acid sequence, predict their binding affinity value. This is MHC class I binding data. (1) The peptide sequence is VMFGLAYFSM. The MHC is HLA-A02:03 with pseudo-sequence HLA-A02:03. The binding affinity (normalized) is 0.384. (2) The binding affinity (normalized) is 0.197. The MHC is HLA-A23:01 with pseudo-sequence HLA-A23:01. The peptide sequence is AFEDLRLLSFI. (3) The peptide sequence is NDFVSDADST. The MHC is HLA-B40:01 with pseudo-sequence HLA-B40:01. The binding affinity (normalized) is 0. (4) The peptide sequence is ETINEEAADW. The MHC is HLA-B57:01 with pseudo-sequence HLA-B57:01. The binding affinity (normalized) is 0.236. (5) The peptide sequence is NPALRMKWM. The MHC is HLA-A30:01 with pseudo-sequence HLA-A30:01. The binding affinity (normalized) is 0.0847. (6) The peptide sequence is DSIYQYVRL. The MHC is H-2-Kb with pseudo-sequence H-2-Kb. The binding affinity (normalized) is 0.964.